Dataset: Catalyst prediction with 721,799 reactions and 888 catalyst types from USPTO. Task: Predict which catalyst facilitates the given reaction. (1) Product: [CH:1]1([C:4]([NH:6][C:7]2[N:8]=[C:9]3[CH:14]=[CH:13][C:12]([S:15][C:16]4[CH:24]=[CH:23][CH:22]=[CH:21][C:17]=4[C:18]([NH:32][C:31]4[N:27]([CH3:26])[N:28]=[C:29]([CH3:33])[CH:30]=4)=[O:20])=[N:11][N:10]3[CH:25]=2)=[O:5])[CH2:2][CH2:3]1. The catalyst class is: 9. Reactant: [CH:1]1([C:4]([NH:6][C:7]2[N:8]=[C:9]3[CH:14]=[CH:13][C:12]([S:15][C:16]4[CH:24]=[CH:23][CH:22]=[CH:21][C:17]=4[C:18]([OH:20])=O)=[N:11][N:10]3[CH:25]=2)=[O:5])[CH2:3][CH2:2]1.[CH3:26][N:27]1[C:31]([NH2:32])=[CH:30][C:29]([CH3:33])=[N:28]1.F[P-](F)(F)(F)(F)F.N1(OC(N(C)C)=[N+](C)C)C2N=CC=CC=2N=N1.C(N(CC)C(C)C)(C)C. (2) Product: [C:27]([O:13][C:11]1[N:10]([C:14]2[CH:19]=[CH:18][CH:17]=[CH:16][N:15]=2)[N:9]=[C:8]([C:5]2[CH:4]=[CH:3][C:2]([Br:1])=[CH:7][CH:6]=2)[CH:12]=1)(=[O:29])[CH3:28]. Reactant: [Br:1][C:2]1[CH:7]=[CH:6][C:5]([C:8]2[CH:12]=[C:11]([OH:13])[N:10]([C:14]3[CH:19]=[CH:18][CH:17]=[CH:16][N:15]=3)[N:9]=2)=[CH:4][CH:3]=1.C(N(CC)CC)C.[C:27](Cl)(=[O:29])[CH3:28].O. The catalyst class is: 22. (3) Reactant: [H-].[Na+].[Br:3][C:4]1[S:5][C:6]([CH2:9][OH:10])=[CH:7][N:8]=1.Cl[C:12]1[C:17]([CH3:19])([CH3:18])[C:16](=[O:20])[C:15]([CH3:22])([CH3:21])[C:14](=[O:23])[CH:13]=1.Cl. Product: [Br:3][C:4]1[S:5][C:6]([CH2:9][O:10][C:12]2[C:17]([CH3:18])([CH3:19])[C:16](=[O:20])[C:15]([CH3:22])([CH3:21])[C:14](=[O:23])[CH:13]=2)=[CH:7][N:8]=1. The catalyst class is: 30. (4) Reactant: Br[C:2]1[CH:7]=[CH:6][C:5]2[O:8][C:9]3([CH3:20])[CH2:13][CH2:12][O:11][CH:10]3[C:14]3([CH2:18][O:17][C:16]([NH2:19])=[N:15]3)[C:4]=2[CH:3]=1.[C:21]([C:23]1[CH:24]=[C:25](B(O)O)[CH:26]=[CH:27][CH:28]=1)#[N:22].C([O-])([O-])=O.[Na+].[Na+].O1CCOCC1.O. Product: [NH2:19][C:16]1[O:17][CH2:18][C:14]2([C:4]3[CH:3]=[C:2]([C:27]4[CH:28]=[C:23]([CH:24]=[CH:25][CH:26]=4)[C:21]#[N:22])[CH:7]=[CH:6][C:5]=3[O:8][C:9]3([CH3:20])[CH2:13][CH2:12][O:11][CH:10]23)[N:15]=1. The catalyst class is: 189. (5) Reactant: C([N:3]([C:8]([N:10]1[CH2:15][CH2:14][N:13]2[C:16](=[O:31])[O:17][C:18]([C:25]3[CH:30]=[CH:29][CH:28]=[CH:27][CH:26]=3)([C:19]3[CH:24]=[CH:23][CH:22]=[CH:21][CH:20]=3)[CH:12]2[CH2:11]1)=[O:9])[CH2:4][C:5]([OH:7])=[O:6])C.[OH-].[Na+]. Product: [O:31]=[C:16]1[N:13]2[CH2:14][CH2:15][N:10]([C:8]([NH:3][CH2:4][C:5]([OH:7])=[O:6])=[O:9])[CH2:11][CH:12]2[C:18]([C:25]2[CH:30]=[CH:29][CH:28]=[CH:27][CH:26]=2)([C:19]2[CH:24]=[CH:23][CH:22]=[CH:21][CH:20]=2)[O:17]1. The catalyst class is: 199. (6) Reactant: [F:1][C:2]([F:20])([F:19])[C:3]1[CH:8]=[CH:7][C:6]([CH:9]2[C:18]3[C:13](=[CH:14][CH:15]=[CH:16][CH:17]=3)[CH2:12][CH2:11][NH:10]2)=[CH:5][CH:4]=1.CCN(C(C)C)C(C)C.[C:30]1([N:36]=[C:37]=[O:38])[CH:35]=[CH:34][CH:33]=[CH:32][CH:31]=1.CO. Product: [C:30]1([NH:36][C:37]([N:10]2[CH2:11][CH2:12][C:13]3[C:18](=[CH:17][CH:16]=[CH:15][CH:14]=3)[CH:9]2[C:6]2[CH:5]=[CH:4][C:3]([C:2]([F:1])([F:19])[F:20])=[CH:8][CH:7]=2)=[O:38])[CH:35]=[CH:34][CH:33]=[CH:32][CH:31]=1. The catalyst class is: 2. (7) Product: [C:28]([OH:33])(=[O:4])[CH3:29].[C:28]([OH:33])(=[O:4])[CH3:29].[O:33]1[CH2:2][CH:26]([NH:25][C:22]2[CH:23]=[CH:24][C:19]([C:18]3[C:11]4[C:12](=[N:13][CH:14]=[N:15][C:10]=4[NH2:9])[N:16]([C@H:36]4[CH2:37][CH2:38][C@H:39]([N:42]5[CH2:43][CH2:44][N:45]([CH3:48])[CH2:46][CH2:47]5)[CH2:40][CH2:41]4)[N:17]=3)=[CH:20][C:21]=2[O:34][CH3:35])[C:27]2[CH:32]=[CH:31][CH:30]=[CH:29][C:28]1=2. The catalyst class is: 16. Reactant: [I-].[CH3:2][S+](C)(C)=[O:4].[H-].[Na+].[NH2:9][C:10]1[N:15]=[CH:14][N:13]=[C:12]2[N:16]([C@H:36]3[CH2:41][CH2:40][C@H:39]([N:42]4[CH2:47][CH2:46][N:45]([CH3:48])[CH2:44][CH2:43]4)[CH2:38][CH2:37]3)[N:17]=[C:18]([C:19]3[CH:24]=[CH:23][C:22]([N:25]=[CH:26][C:27]4[CH:32]=[CH:31][CH:30]=[CH:29][C:28]=4[OH:33])=[C:21]([O:34][CH3:35])[CH:20]=3)[C:11]=12. (8) Reactant: [C:1]1([C:11](Cl)=[O:12])[C:10]2[C:5](=[CH:6][CH:7]=[CH:8][CH:9]=2)[CH:4]=[CH:3][CH:2]=1.[NH2:14][C:15]1[CH:20]=[CH:19][CH:18]=[CH:17][CH:16]=1.O.[OH-].[NH4+]. Product: [C:15]1([NH:14][C:11]([C:1]2[C:10]3[C:5](=[CH:6][CH:7]=[CH:8][CH:9]=3)[CH:4]=[CH:3][CH:2]=2)=[O:12])[CH:20]=[CH:19][CH:18]=[CH:17][CH:16]=1. The catalyst class is: 753. (9) Product: [Cl:13][C:14]1[CH:21]=[CH:20][C:17](/[CH:18]=[C:8](\[CH3:9])/[C:4](=[O:3])[C:5]([OH:7])=[O:6])=[CH:16][CH:15]=1. Reactant: [OH-].[Na+].[O:3]=[C:4]([CH2:8][CH3:9])[C:5]([OH:7])=[O:6].CCO.[Cl:13][C:14]1[CH:21]=[CH:20][C:17]([CH:18]=O)=[CH:16][CH:15]=1. The catalyst class is: 6.